Predict the product of the given reaction. From a dataset of Forward reaction prediction with 1.9M reactions from USPTO patents (1976-2016). (1) Given the reactants [Cl:1][C:2]1[CH:7]=[CH:6][C:5]([C:8]2[CH:9]=[C:10]3[C:16]([CH:17]([OH:33])[C:18]4[C:19]([F:32])=[C:20]([NH:25][S:26]([CH2:29][CH2:30][CH3:31])(=[O:28])=[O:27])[CH:21]=[CH:22][C:23]=4[F:24])=[CH:15][NH:14][C:11]3=[N:12][CH:13]=2)=[CH:4][CH:3]=1.ClC1C(=O)C(C#N)=C(C#N)C(=O)C=1Cl.O, predict the reaction product. The product is: [Cl:1][C:2]1[CH:7]=[CH:6][C:5]([C:8]2[CH:9]=[C:10]3[C:16]([C:17]([C:18]4[C:19]([F:32])=[C:20]([NH:25][S:26]([CH2:29][CH2:30][CH3:31])(=[O:27])=[O:28])[CH:21]=[CH:22][C:23]=4[F:24])=[O:33])=[CH:15][NH:14][C:11]3=[N:12][CH:13]=2)=[CH:4][CH:3]=1. (2) Given the reactants CN(C(O[N:16]1N=[N:16][C:11]2[CH:12]=[CH:13][CH:13]=[CH:12][C:11]1=2)=[N+](C)C)C.[B-](F)(F)(F)F.C(N(C(C)C)CC)(C)C.[CH3:32][N:33]1[C:37]([C:38](=[O:55])[NH:39][C:40]2[CH:45]=[CH:44][N:43]3[CH:46]=[C:47]([C:49]4[CH:54]=[CH:53][CH:52]=[CH:51][CH:50]=4)[N:48]=[C:42]3[N:41]=2)=[C:36]([C:56](O)=[O:57])[CH:35]=[N:34]1.N1CCC1, predict the reaction product. The product is: [C:49]1([C:47]2[N:48]=[C:42]3[N:41]=[C:40]([NH:39][C:38]([C:37]4[N:33]([CH3:32])[N:34]=[CH:35][C:36]=4[C:56]([N:16]4[CH2:13][CH2:12][CH2:11]4)=[O:57])=[O:55])[CH:45]=[CH:44][N:43]3[CH:46]=2)[CH:50]=[CH:51][CH:52]=[CH:53][CH:54]=1.